Dataset: Catalyst prediction with 721,799 reactions and 888 catalyst types from USPTO. Task: Predict which catalyst facilitates the given reaction. (1) Reactant: [F:1][C:2]1[CH:3]=[CH:4][C:5]([N:15]2[CH2:20][CH2:19][N:18]([CH3:21])[CH2:17][CH2:16]2)=[C:6]([CH:14]=1)[CH:7]=[C:8]1[CH2:12][CH2:11][NH:10][C:9]1=[O:13]. Product: [F:1][C:2]1[CH:3]=[CH:4][C:5]([N:15]2[CH2:16][CH2:17][N:18]([CH3:21])[CH2:19][CH2:20]2)=[C:6]([CH:14]=1)[CH2:7][CH:8]1[CH2:12][CH2:11][NH:10][C:9]1=[O:13]. The catalyst class is: 19. (2) Reactant: [C:1](OC([O-])=O)([O:3][C:4]([CH3:7])([CH3:6])[CH3:5])=[O:2].Cl.[NH2:13][C:14]([NH2:16])=[NH:15].[OH-].[Na+]. Product: [NH2:15][C:14]([NH:16][C:1](=[O:2])[O:3][C:4]([CH3:7])([CH3:6])[CH3:5])=[NH:13]. The catalyst class is: 95. (3) Reactant: Cl.[NH:2]([C:4]1[CH:12]=[CH:11][CH:10]=[CH:9][C:5]=1[C:6]([OH:8])=O)[NH2:3].[C:13](/[C:15](=[CH:21]\OCC)/[C:16]([O:18]CC)=[O:17])#[N:14].C([O-])(=O)C.[Na+].[OH-].[Na+]. Product: [O:8]=[C:6]1[C:5]2[C:4](=[CH:12][CH:11]=[CH:10][CH:9]=2)[N:2]2[N:3]=[CH:21][C:15]([C:16]([OH:18])=[O:17])=[C:13]2[NH:14]1. The catalyst class is: 18.